Dataset: Forward reaction prediction with 1.9M reactions from USPTO patents (1976-2016). Task: Predict the product of the given reaction. (1) The product is: [CH2:58]([O:57][C:48]1([C:50]2[CH:55]=[CH:54][CH:53]=[CH:52][C:51]=2[CH3:56])[CH2:49][N:46]([C:44](=[O:45])[C@H:43]([NH:42][C:11](=[O:13])[CH2:10][CH:9]([OH:8])[C:14]2[N:15]=[CH:16][NH:17][CH:18]=2)[CH2:62][C:63]2[CH:68]=[CH:67][C:66]([O:69][CH3:70])=[CH:65][CH:64]=2)[CH2:47]1)[CH2:59][CH2:60][CH3:61]. Given the reactants C(N(CC)CC)C.[OH:8][CH:9]([C:14]1[N:15]=[CH:16][NH:17][CH:18]=1)[CH2:10][C:11]([OH:13])=O.CN(C(ON1N=NC2C=CC=CC1=2)=[N+](C)C)C.[B-](F)(F)(F)F.Cl.[NH2:42][C@H:43]([CH2:62][C:63]1[CH:68]=[CH:67][C:66]([O:69][CH3:70])=[CH:65][CH:64]=1)[C:44]([N:46]1[CH2:49][C:48]([O:57][CH2:58][CH2:59][CH2:60][CH3:61])([C:50]2[CH:55]=[CH:54][CH:53]=[CH:52][C:51]=2[CH3:56])[CH2:47]1)=[O:45].[OH-].[Na+], predict the reaction product. (2) Given the reactants Cl[C:2]1[CH:3]=[C:4]2[C:12](=[C:13](Cl)[CH:14]=1)[NH:11][C:10]1[CH2:9][CH2:8][C:7]([CH2:25][CH2:26][CH2:27][C:28]3[CH:33]=[CH:32][CH:31]=[CH:30][CH:29]=3)([CH2:16][NH:17][CH2:18][C:19]3[CH:24]=[CH:23][CH:22]=[CH:21][N:20]=3)[CH2:6][C:5]2=1.ClC1C=C(Cl)C=CC=1NN, predict the reaction product. The product is: [C:28]1([CH2:27][CH2:26][CH2:25][C:7]2([CH2:16][NH:17][CH2:18][C:19]3[CH:24]=[CH:23][CH:22]=[CH:21][N:20]=3)[CH2:6][C:5]3[C:4]4[C:12](=[CH:13][CH:14]=[CH:2][CH:3]=4)[NH:11][C:10]=3[CH2:9][CH2:8]2)[CH:29]=[CH:30][CH:31]=[CH:32][CH:33]=1.